This data is from Forward reaction prediction with 1.9M reactions from USPTO patents (1976-2016). The task is: Predict the product of the given reaction. (1) Given the reactants [NH2:1][C:2]1[CH:6]=[CH:5][NH:4][C:3]=1[C:7]([O:9][CH2:10][CH3:11])=[O:8].[F:12][C:13]1[CH:14]=[CH:15][C:16]2[N:20]=[C:19]([S:21][C:22]3[O:26][C:25]([CH:27]=O)=[CH:24][CH:23]=3)[NH:18][C:17]=2[C:29]=1[F:30].[C:31]1(=O)[CH2:36][CH2:35][CH2:34][C:33](=[O:37])[CH2:32]1, predict the reaction product. The product is: [CH2:10]([O:9][C:7]([C:3]1[NH:4][CH:5]=[C:6]2[CH:27]([C:25]3[O:26][C:22]([S:21][C:19]4[NH:18][C:17]5[C:29]([F:30])=[C:13]([F:12])[CH:14]=[CH:15][C:16]=5[N:20]=4)=[CH:23][CH:24]=3)[C:32]3[C:33](=[O:37])[CH2:34][CH2:35][CH2:36][C:31]=3[NH:1][C:2]=12)=[O:8])[CH3:11]. (2) Given the reactants [BH4-].[N+:2]([C:5]1[CH:10]=[CH:9][C:8]([S:11]([CH2:14][CH2:15][CH:16]2[CH2:21][CH2:20][N:19]([C:22]([O:24][C:25]([CH3:28])([CH3:27])[CH3:26])=[O:23])[CH2:18][CH2:17]2)(=[O:13])=[O:12])=[CH:7][CH:6]=1)([O-])=O, predict the reaction product. The product is: [NH2:2][C:5]1[CH:6]=[CH:7][C:8]([S:11]([CH2:14][CH2:15][CH:16]2[CH2:17][CH2:18][N:19]([C:22]([O:24][C:25]([CH3:28])([CH3:27])[CH3:26])=[O:23])[CH2:20][CH2:21]2)(=[O:12])=[O:13])=[CH:9][CH:10]=1.